From a dataset of Forward reaction prediction with 1.9M reactions from USPTO patents (1976-2016). Predict the product of the given reaction. (1) Given the reactants [Br:1][C:2]1[CH:7]=[CH:6][C:5]([CH:8]([N:10]2[CH2:15][CH2:14][NH:13][CH2:12][CH:11]2[CH3:16])[CH3:9])=[CH:4][CH:3]=1.[C:17]([O:21][C:22]([N:24]1[CH2:29][CH2:28][C:27](=O)[CH2:26][CH:25]1[CH3:31])=[O:23])([CH3:20])([CH3:19])[CH3:18], predict the reaction product. The product is: [C:17]([O:21][C:22]([N:24]1[CH2:29][CH2:28][CH:27]([N:13]2[CH2:14][CH2:15][N:10]([C@H:8]([C:5]3[CH:6]=[CH:7][C:2]([Br:1])=[CH:3][CH:4]=3)[CH3:9])[C@H:11]([CH3:16])[CH2:12]2)[CH2:26][CH:25]1[CH3:31])=[O:23])([CH3:20])([CH3:18])[CH3:19]. (2) Given the reactants [OH:1][C:2]1[CH:3]=[C:4]2[C:10]([C:11]([OH:13])=[O:12])=[N:9][N:8](COCC[Si](C)(C)C)[C:5]2=[N:6][CH:7]=1.Cl.[C:23](=O)(O)[O-].[Na+], predict the reaction product. The product is: [OH:1][C:2]1[CH:3]=[C:4]2[C:10]([C:11]([O:13][CH3:23])=[O:12])=[N:9][NH:8][C:5]2=[N:6][CH:7]=1. (3) The product is: [O:16]=[C:4]([NH:5][C:6]1[CH:7]=[CH:8][CH:9]=[C:10]2[C:15]=1[N:14]=[CH:13][CH:12]=[CH:11]2)[CH:3]([C:17]1[CH:18]=[CH:19][C:20]([C:21]([OH:23])=[O:22])=[CH:25][CH:26]=1)[C:2](=[O:1])[NH:27][C:28]1[CH:29]=[CH:30][CH:31]=[C:32]2[C:37]=1[N:36]=[CH:35][CH:34]=[CH:33]2. Given the reactants [O:1]=[C:2]([NH:27][C:28]1[CH:29]=[CH:30][CH:31]=[C:32]2[C:37]=1[N:36]=[CH:35][CH:34]=[CH:33]2)[CH:3]([C:17]1[CH:26]=[CH:25][C:20]([C:21]([O:23]C)=[O:22])=[CH:19][CH:18]=1)[C:4](=[O:16])[NH:5][C:6]1[CH:7]=[CH:8][CH:9]=[C:10]2[C:15]=1[N:14]=[CH:13][CH:12]=[CH:11]2.O[Li].O, predict the reaction product. (4) Given the reactants [F:1][C:2]1[CH:7]=[CH:6][C:5]([C@@:8]([NH:30][S@@:31]([C:33]([CH3:36])([CH3:35])[CH3:34])=[O:32])([C:16]2[CH:21]=[C:20]([O:22][C:23]([F:28])([F:27])[CH:24]([F:26])[F:25])[CH:19]=[C:18]([F:29])[CH:17]=2)CC2C=CC=CC=2)=[CH:4][C:3]=1[O:37][CH3:38].F[C:40]1[CH:45]=[CH:44][C:43]([C@@:46](N[S@](C(C)(C)C)=O)(C2[CH:59]=[C:58]([O:60]C(F)(F)C(F)F)[CH:57]=C(F)C=2)CC2C=CC=CC=2)=[CH:42][C:41]=1OC, predict the reaction product. The product is: [F:1][C:2]1[CH:7]=[CH:6][C:5]([C:8]([C:16]2[CH:21]=[C:20]([O:22][C:23]([F:28])([F:27])[CH:24]([F:26])[F:25])[CH:19]=[C:18]([F:29])[CH:17]=2)=[N:30][S@@:31]([C:33]([CH3:34])([CH3:35])[CH3:36])=[O:32])=[CH:4][C:3]=1[O:37][CH3:38].[CH3:44][CH2:45][CH2:40][CH2:41][CH2:42][CH2:43][CH3:46].[CH3:57][CH:58]([OH:60])[CH3:59]. (5) Given the reactants [Cl:1][C:2]1[N:6]2[C:7]([CH2:12][C:13]3[CH:18]=[CH:17][C:16]([F:19])=[C:15]([C:20]([N:22]4[CH2:27][CH2:26][NH:25][CH2:24][CH2:23]4)=[O:21])[CH:14]=3)=[CH:8][NH:9][C:10](=[O:11])[C:5]2=[CH:4][C:3]=1[Cl:28].[CH2:29]([S:31](Cl)(=[O:33])=[O:32])[CH3:30].CCN(C(C)C)C(C)C, predict the reaction product. The product is: [Cl:1][C:2]1[N:6]2[C:7]([CH2:12][C:13]3[CH:18]=[CH:17][C:16]([F:19])=[C:15]([C:20]([N:22]4[CH2:23][CH2:24][N:25]([S:31]([CH2:29][CH3:30])(=[O:33])=[O:32])[CH2:26][CH2:27]4)=[O:21])[CH:14]=3)=[CH:8][NH:9][C:10](=[O:11])[C:5]2=[CH:4][C:3]=1[Cl:28].